This data is from Reaction yield outcomes from USPTO patents with 853,638 reactions. The task is: Predict the reaction yield, written as a fraction of the theoretical maximum amount of product (1.0 means a 100% yield; for example, 0.34 means a 34% yield). (1) The reactants are [H-].[Al+3].[Li+].[H-].[H-].[H-].C[O:8][C:9]([C:11]1[CH:16]=[C:15]([CH3:17])[N:14]=[C:13]([Cl:18])[CH:12]=1)=O. The catalyst is C1COCC1. The product is [Cl:18][C:13]1[CH:12]=[C:11]([CH2:9][OH:8])[CH:16]=[C:15]([CH3:17])[N:14]=1. The yield is 0.930. (2) The reactants are N[C:2]1[CH:10]=[C:9]([C:11]#[N:12])[CH:8]=[C:7]2[C:3]=1[C:4]1[CH:16]=[C:15]([CH3:17])[CH:14]=[N:13][C:5]=1[NH:6]2.Cl.N([O-])=O.[Na+].[I:23]I.[I-].[K+]. The catalyst is CC(O)=O.O. The product is [I:23][C:2]1[CH:10]=[C:9]([C:11]#[N:12])[CH:8]=[C:7]2[C:3]=1[C:4]1[CH:16]=[C:15]([CH3:17])[CH:14]=[N:13][C:5]=1[NH:6]2. The yield is 0.610. (3) The reactants are [NH2:1][C:2]1[N:10]=[C:9]2[C:5]([N:6]=[CH:7][N:8]2[C@H:11]2[C@:15]([CH3:17])([OH:16])[C@H:14]([F:18])[C@@H:13]([CH2:19][OH:20])[O:12]2)=[C:4]([O:21]C)[N:3]=1.CCN(C(C)C)C(C)C.[Na+].[I-].C[Si](Cl)(C)C.C(N(CC)CC)C. The catalyst is C(#N)C. The product is [NH2:1][C:2]1[NH:3][C:4](=[O:21])[C:5]2[N:6]=[CH:7][N:8]([C@H:11]3[C@@:15]([OH:16])([CH3:17])[C@H:14]([F:18])[C@@H:13]([CH2:19][OH:20])[O:12]3)[C:9]=2[N:10]=1. The yield is 0.630. (4) The reactants are [CH3:1][C:2]1[CH:32]=[CH:31][CH:30]=[C:29]([CH3:33])[C:3]=1[CH:4]=[CH:5][C:6]1[CH:7]=[C:8]([CH2:12][CH2:13][C:14]([N:16]2[CH2:21][CH2:20][N:19](C(OC(C)(C)C)=O)[CH2:18][CH2:17]2)=[O:15])[CH:9]=[CH:10][CH:11]=1.FC(F)(F)C(O)=O.C(=O)(O)[O-].[Na+].C(=O)([O-])[O-].[K+].[K+]. The catalyst is C(Cl)Cl. The product is [CH3:33][C:29]1[CH:30]=[CH:31][CH:32]=[C:2]([CH3:1])[C:3]=1/[CH:4]=[CH:5]/[C:6]1[CH:7]=[C:8]([CH2:12][CH2:13][C:14]([N:16]2[CH2:17][CH2:18][NH:19][CH2:20][CH2:21]2)=[O:15])[CH:9]=[CH:10][CH:11]=1. The yield is 0.420. (5) The product is [Br:11][C:10]1[CH:9]=[CH:8][CH:7]=[C:3]2[C:2]=1[NH:1][C:13](=[O:14])[NH:12][C:4]2=[O:5]. The reactants are [NH2:1][C:2]1[C:10]([Br:11])=[CH:9][CH:8]=[CH:7][C:3]=1[C:4](O)=[O:5].[NH2:12][C:13](N)=[O:14]. The yield is 0.970. The catalyst is O. (6) The reactants are [CH2:1]([O:3][CH:4]([O:7][CH2:8][CH3:9])[C:5]#[CH:6])[CH3:2].C([Li])CCC.CCCCCC.CON(C)[C:24]([CH:26]1[CH2:28][CH2:27]1)=[O:25]. The catalyst is C1COCC1. The product is [CH:26]1([C:24](=[O:25])[C:6]#[C:5][CH:4]([O:7][CH2:8][CH3:9])[O:3][CH2:1][CH3:2])[CH2:28][CH2:27]1. The yield is 0.430.